Dataset: Peptide-MHC class I binding affinity with 185,985 pairs from IEDB/IMGT. Task: Regression. Given a peptide amino acid sequence and an MHC pseudo amino acid sequence, predict their binding affinity value. This is MHC class I binding data. (1) The peptide sequence is ETSFIRNCA. The binding affinity (normalized) is 0. The MHC is HLA-A24:02 with pseudo-sequence HLA-A24:02. (2) The MHC is HLA-B58:01 with pseudo-sequence HLA-B58:01. The peptide sequence is RAYSVPETF. The binding affinity (normalized) is 0.751. (3) The peptide sequence is TLYCVHQGI. The MHC is HLA-A23:01 with pseudo-sequence HLA-A23:01. The binding affinity (normalized) is 0.0168. (4) The peptide sequence is KTVCVQATK. The MHC is HLA-A30:01 with pseudo-sequence HLA-A30:01. The binding affinity (normalized) is 0.872. (5) The peptide sequence is HTPQFLFQL. The MHC is HLA-A02:01 with pseudo-sequence HLA-A02:01. The binding affinity (normalized) is 0.269. (6) The peptide sequence is ETALAIIRR. The MHC is HLA-B15:17 with pseudo-sequence HLA-B15:17. The binding affinity (normalized) is 0.0847.